This data is from Reaction yield outcomes from USPTO patents with 853,638 reactions. The task is: Predict the reaction yield, written as a fraction of the theoretical maximum amount of product (1.0 means a 100% yield; for example, 0.34 means a 34% yield). (1) The reactants are C1(C)C=CC=CC=1.Br[C:9]1[CH:13]=[CH:12][O:11][CH:10]=1.[CH:14]([C:16]1[CH:17]=[C:18](B(O)O)[CH:19]=[CH:20][CH:21]=1)=[O:15].C([O-])([O-])=O.[K+].[K+]. The catalyst is C1C=CC([P]([Pd]([P](C2C=CC=CC=2)(C2C=CC=CC=2)C2C=CC=CC=2)([P](C2C=CC=CC=2)(C2C=CC=CC=2)C2C=CC=CC=2)[P](C2C=CC=CC=2)(C2C=CC=CC=2)C2C=CC=CC=2)(C2C=CC=CC=2)C2C=CC=CC=2)=CC=1.O.CN(C=O)C. The product is [O:11]1[CH:12]=[CH:13][C:9]([C:20]2[CH:21]=[C:16]([CH:17]=[CH:18][CH:19]=2)[CH:14]=[O:15])=[CH:10]1. The yield is 0.100. (2) The reactants are [Cl:1][C:2]1[CH:7]=[C:6]([F:8])[CH:5]=[CH:4][C:3]=1[OH:9].C(O)(=O)C.[N+:14]([O-])([OH:16])=[O:15]. The catalyst is O. The product is [Cl:1][C:2]1[CH:7]=[C:6]([F:8])[CH:5]=[C:4]([N+:14]([O-:16])=[O:15])[C:3]=1[OH:9]. The yield is 0.830. (3) The reactants are [OH:1][C:2]1[CH:7]=[CH:6][C:5]([N:8]2[C:13](=[O:14])[C:12]([CH2:15][C:16]3[CH:21]=[CH:20][C:19]([C:22]4[C:23]([C:28]#[N:29])=[CH:24][CH:25]=[CH:26][CH:27]=4)=[CH:18][CH:17]=3)=[C:11]([CH2:30][CH2:31][CH3:32])[N:10]=[C:9]2[CH3:33])=[CH:4][CH:3]=1.Br[CH:35]1[CH2:39][CH2:38][CH2:37][CH2:36]1.C(=O)([O-])[O-].[Cs+].[Cs+].C(OCC)(=O)C. The catalyst is CN(C)C=O.O. The product is [CH:35]1([O:1][C:2]2[CH:3]=[CH:4][C:5]([N:8]3[C:13](=[O:14])[C:12]([CH2:15][C:16]4[CH:21]=[CH:20][C:19]([C:22]5[C:23]([C:28]#[N:29])=[CH:24][CH:25]=[CH:26][CH:27]=5)=[CH:18][CH:17]=4)=[C:11]([CH2:30][CH2:31][CH3:32])[N:10]=[C:9]3[CH3:33])=[CH:6][CH:7]=2)[CH2:39][CH2:38][CH2:37][CH2:36]1. The yield is 0.910. (4) The reactants are C[N:2]([CH2:10][C:11]1[CH:15]=[C:14]([C:16]2[CH:21]=[CH:20][CH:19]=[CH:18][CH:17]=2)[NH:13][CH:12]=1)[C:3](=O)OC(C)(C)C.[H-].[Na+].[Cl:24][C:25]1[CH:30]=[CH:29][C:28]([S:31](Cl)(=[O:33])=[O:32])=[CH:27][CH:26]=1. The catalyst is CN(C)C=O. The product is [ClH:24].[Cl:24][C:25]1[CH:30]=[CH:29][C:28]([S:31]([N:13]2[C:14]([C:16]3[CH:17]=[CH:18][CH:19]=[CH:20][CH:21]=3)=[CH:15][C:11]([CH2:10][NH:2][CH3:3])=[CH:12]2)(=[O:33])=[O:32])=[CH:27][CH:26]=1. The yield is 0.400.